Task: Predict the reactants needed to synthesize the given product.. Dataset: Full USPTO retrosynthesis dataset with 1.9M reactions from patents (1976-2016) (1) Given the product [CH3:1][C:2]1[CH:3]=[CH:4][C:5]([C:21]([NH:23][C:24]2[CH:25]=[C:26]([C:36]([F:38])([F:39])[F:37])[CH:27]=[C:28]([N:30]3[CH:34]=[N:33][C:32]([CH3:35])=[CH:31]3)[CH:29]=2)=[O:22])=[CH:6][C:7]=1[NH:8][C:9]1[N:10]=[CH:11][CH:12]=[C:13]([C:15]2[CH:16]=[CH:17][CH:18]=[N:19][CH:20]=2)[N:14]=1.[C:45]([O-:52])(=[O:51])/[CH:46]=[CH:47]\[C:48]([O-:50])=[O:49], predict the reactants needed to synthesize it. The reactants are: [CH3:1][C:2]1[CH:3]=[CH:4][C:5]([C:21]([NH:23][C:24]2[CH:25]=[C:26]([C:36]([F:39])([F:38])[F:37])[CH:27]=[C:28]([N:30]3[CH:34]=[N:33][C:32]([CH3:35])=[CH:31]3)[CH:29]=2)=[O:22])=[CH:6][C:7]=1[NH:8][C:9]1[N:10]=[CH:11][CH:12]=[C:13]([C:15]2[CH:16]=[CH:17][CH:18]=[N:19][CH:20]=2)[N:14]=1.CN(C)C=O.[C:45]([OH:52])(=[O:51])/[CH:46]=[CH:47]\[C:48]([OH:50])=[O:49]. (2) Given the product [CH2:1]([O:3][C:4](=[O:6])[CH:5]=[N:17][NH:16][C:13]1[CH:14]=[CH:15][C:10]([O:9][CH3:8])=[CH:11][CH:12]=1)[CH3:2], predict the reactants needed to synthesize it. The reactants are: [CH2:1]([O:3][C:4](=[O:6])[CH3:5])[CH3:2].Cl.[CH3:8][O:9][C:10]1[CH:15]=[CH:14][C:13]([NH:16][NH2:17])=[CH:12][CH:11]=1.C(N(CC)CC)C.C(C(O)C([O-])=O)C. (3) The reactants are: C([O:3][C:4](=O)[CH2:5][CH2:6][C:7]1([C:17]2[N:18]=[CH:19][NH:20][CH:21]=2)[CH2:15][C:14]2[C:9](=[CH:10][CH:11]=[CH:12][CH:13]=2)[C:8]1=O)C. Given the product [NH:20]1[CH:21]=[C:17]([C:7]23[CH2:6][CH2:5][C:4](=[O:3])[CH:15]2[C:14]2[CH:13]=[CH:12][CH:11]=[CH:10][C:9]=2[CH2:8]3)[N:18]=[CH:19]1, predict the reactants needed to synthesize it. (4) Given the product [NH2:1][C:4]1[C:19]([OH:20])=[CH:18][C:7]([C:8]([OH:10])=[O:9])=[C:6]([NH:28][C:29]2[CH:34]=[CH:33][CH:32]=[CH:31][C:30]=2[Cl:35])[C:5]=1[F:36], predict the reactants needed to synthesize it. The reactants are: [N:1]([C:4]1[C:19]([O:20]CC2C=CC=CC=2)=[CH:18][C:7]([C:8]([O:10]CC2C=CC=CC=2)=[O:9])=[C:6]([NH:28][C:29]2[CH:34]=[CH:33][CH:32]=[CH:31][C:30]=2[Cl:35])[C:5]=1[F:36])=[N+]=[N-].[H][H]. (5) Given the product [CH2:7]([O:6][Si:5]([CH:12]([CH3:13])[CH3:14])([CH:9]([CH3:11])[CH3:10])[CH2:4][CH2:3][CH2:2][NH:1][C:28]([C:25]1[CH:26]=[CH:27][C:22]([C:31]2[CH:32]=[CH:33][CH:34]=[CH:35][CH:36]=2)=[CH:23][CH:24]=1)=[O:29])[CH3:8], predict the reactants needed to synthesize it. The reactants are: [NH2:1][CH2:2][CH2:3][CH2:4][Si:5]([CH:12]([CH3:14])[CH3:13])([CH:9]([CH3:11])[CH3:10])[O:6][CH2:7][CH3:8].C(N(CC)CC)C.[C:22]1([C:31]2[CH:36]=[CH:35][CH:34]=[CH:33][CH:32]=2)[CH:27]=[CH:26][C:25]([C:28](Cl)=[O:29])=[CH:24][CH:23]=1.O. (6) The reactants are: [BrH:1].N([O-])=O.[K+].C(=O)([O-])[O-].[Na+].[Na+].[Cl:12][C:13]1[CH:14]=[C:15]([N+:27]([O-:29])=[O:28])[C:16](N)=[N:17][C:18]=1[O:19][CH2:20][CH2:21][CH2:22][CH:23]([CH3:25])[CH3:24]. Given the product [Br:1][C:16]1[C:15]([N+:27]([O-:29])=[O:28])=[CH:14][C:13]([Cl:12])=[C:18]([O:19][CH2:20][CH2:21][CH2:22][CH:23]([CH3:25])[CH3:24])[N:17]=1, predict the reactants needed to synthesize it. (7) Given the product [NH2:37][C:32]1[CH:31]=[C:30]([Cl:29])[CH:35]=[CH:34][C:33]=1[NH:36][C:26]([C:22]1[C:23]2[C:24](=[CH:25][C:16]([O:15][C:6]3[C:5]4[C:10](=[CH:11][C:12]([O:13][CH3:14])=[C:3]([O:2][CH3:1])[CH:4]=4)[N:9]=[CH:8][N:7]=3)=[CH:17][CH:18]=2)[CH:19]=[CH:20][CH:21]=1)=[O:28], predict the reactants needed to synthesize it. The reactants are: [CH3:1][O:2][C:3]1[CH:4]=[C:5]2[C:10](=[CH:11][C:12]=1[O:13][CH3:14])[N:9]=[CH:8][N:7]=[C:6]2[O:15][C:16]1[CH:17]=[C:18]2[C:23](=[CH:24][CH:25]=1)[C:22]([C:26]([OH:28])=O)=[CH:21][CH:20]=[CH:19]2.[Cl:29][C:30]1[CH:35]=[CH:34][C:33]([NH2:36])=[C:32]([NH2:37])[CH:31]=1.